Predict which catalyst facilitates the given reaction. From a dataset of Catalyst prediction with 721,799 reactions and 888 catalyst types from USPTO. (1) Reactant: Cl.[CH3:2][CH:3]1[C:8](=[O:9])[CH2:7][CH2:6][NH:5][CH2:4]1.N1C=CC=CC=1.[F:16][C:17]([F:28])([F:27])[C:18](O[C:18](=[O:19])[C:17]([F:28])([F:27])[F:16])=[O:19]. Product: [F:16][C:17]([F:28])([F:27])[C:18]([N:5]1[CH2:6][CH2:7][C:8](=[O:9])[CH:3]([CH3:2])[CH2:4]1)=[O:19]. The catalyst class is: 2. (2) Reactant: [NH2:1][C:2]1[C:11](Br)=[CH:10][CH:9]=[CH:8][C:3]=1[C:4]([O:6][CH3:7])=[O:5].[B:13]1([B:13]2[O:17][C:16]([CH3:19])([CH3:18])[C:15]([CH3:21])([CH3:20])[O:14]2)[O:17][C:16]([CH3:19])([CH3:18])[C:15]([CH3:21])([CH3:20])[O:14]1.C([O-])(=O)C.[K+].C(Cl)Cl. Product: [NH2:1][C:2]1[C:11]([B:13]2[O:17][C:16]([CH3:19])([CH3:18])[C:15]([CH3:21])([CH3:20])[O:14]2)=[CH:10][CH:9]=[CH:8][C:3]=1[C:4]([O:6][CH3:7])=[O:5]. The catalyst class is: 260.